Dataset: Catalyst prediction with 721,799 reactions and 888 catalyst types from USPTO. Task: Predict which catalyst facilitates the given reaction. (1) Reactant: Br[CH2:2][C:3]([C:5]1[CH:10]=[CH:9][C:8]([Br:11])=[CH:7][CH:6]=1)=O.P12(SP3(SP(SP(S3)(S1)=S)(=S)S2)=S)=[S:13].[CH:26]([NH2:28])=O. Product: [Br:11][C:8]1[CH:9]=[CH:10][C:5]([C:3]2[N:28]=[CH:26][S:13][CH:2]=2)=[CH:6][CH:7]=1. The catalyst class is: 12. (2) Reactant: C(=O)([O-])[O-].[K+].[K+].[I-].C([N+]1(C)[CH2:20][CH2:19][C:18](=[O:21])[CH2:17][CH2:16]1)C1C=CC=CC=1.[NH2:23][C:24]1[CH:25]=[CH:26][C:27]([F:34])=[C:28]([CH:33]=1)[C:29]([O:31][CH3:32])=[O:30].C(O)C. Product: [F:34][C:27]1[CH:26]=[CH:25][C:24]([N:23]2[CH2:20][CH2:19][C:18](=[O:21])[CH2:17][CH2:16]2)=[CH:33][C:28]=1[C:29]([O:31][CH3:32])=[O:30]. The catalyst class is: 6. (3) Reactant: [CH3:1][S:2][C:3]1[N:8]=[C:7]([NH2:9])[CH:6]=[CH:5][N:4]=1.[H-].[Na+].[Br:12][C:13]1[CH:22]=[CH:21][C:16]2[N:17]=[C:18](Cl)[S:19][C:15]=2[CH:14]=1.O. Product: [Br:12][C:13]1[CH:22]=[CH:21][C:16]2[N:17]=[C:18]([NH:9][C:7]3[CH:6]=[CH:5][N:4]=[C:3]([S:2][CH3:1])[N:8]=3)[S:19][C:15]=2[CH:14]=1. The catalyst class is: 7. (4) Product: [F:20][C:21]1[CH:27]=[CH:26][CH:25]=[CH:24][C:22]=1[NH:23][C:2]1[C:3]2[N:4]([CH:17]=[CH:18][N:19]=2)[C:5]2[CH:6]=[CH:7][CH:8]=[C:9]([C:12]([O:14][CH2:15][CH3:16])=[O:13])[C:10]=2[N:11]=1. Reactant: Cl[C:2]1[C:3]2[N:4]([CH:17]=[CH:18][N:19]=2)[C:5]2[CH:6]=[CH:7][CH:8]=[C:9]([C:12]([O:14][CH2:15][CH3:16])=[O:13])[C:10]=2[N:11]=1.[F:20][C:21]1[CH:27]=[CH:26][CH:25]=[CH:24][C:22]=1[NH2:23]. The catalyst class is: 18.